This data is from Reaction yield outcomes from USPTO patents with 853,638 reactions. The task is: Predict the reaction yield, written as a fraction of the theoretical maximum amount of product (1.0 means a 100% yield; for example, 0.34 means a 34% yield). (1) The reactants are [Cl:1][C:2]1[CH:3]=[C:4]([C:9]2[CH:14]=[C:13]([CH3:15])[N:12]=[C:11]([N:16]3[CH:20]=[C:19](I)[N:18]=[CH:17]3)[N:10]=2)[CH:5]=[CH:6][C:7]=1[Cl:8].[Cl-].[Li+].C([Mg]Cl)(C)C.[CH2:29]([Sn:33](Cl)([CH2:38][CH2:39][CH2:40][CH3:41])[CH2:34][CH2:35][CH2:36][CH3:37])[CH2:30][CH2:31][CH3:32].[Cl-].[NH4+]. The catalyst is C1COCC1. The product is [Cl:1][C:2]1[CH:3]=[C:4]([C:9]2[CH:14]=[C:13]([CH3:15])[N:12]=[C:11]([N:16]3[CH:20]=[C:19]([Sn:33]([CH2:34][CH2:35][CH2:36][CH3:37])([CH2:38][CH2:39][CH2:40][CH3:41])[CH2:29][CH2:30][CH2:31][CH3:32])[N:18]=[CH:17]3)[N:10]=2)[CH:5]=[CH:6][C:7]=1[Cl:8]. The yield is 0.920. (2) The product is [Si:14]([O:15][CH2:16][CH2:17][C:18]1[CH:22]=[N:21][N:20]([C:2]2[CH:7]=[C:6]([C:8]#[N:9])[CH:5]=[CH:4][N:3]=2)[CH:19]=1)([C:10]([CH3:11])([CH3:13])[CH3:12])([CH3:23])[CH3:24]. The yield is 0.360. The catalyst is CN1C(=O)CCC1. The reactants are Cl[C:2]1[CH:7]=[C:6]([C:8]#[N:9])[CH:5]=[CH:4][N:3]=1.[C:10]([Si:14]([CH3:24])([CH3:23])[O:15][CH2:16][CH2:17][C:18]1[CH:19]=[N:20][NH:21][CH:22]=1)([CH3:13])([CH3:12])[CH3:11].O. (3) The reactants are [C:1]([N:8]1[C:16]2[C:11](=[CH:12][C:13](B(O)O)=[CH:14][CH:15]=2)[CH:10]=[CH:9]1)([O:3][C:4]([CH3:7])(C)C)=[O:2].N1C=CC=CC=1.[C:26]([C:30]1[CH:34]=[C:33]([C:35]([O:37][CH2:38][CH3:39])=[O:36])[NH:32][N:31]=1)([CH3:29])([CH3:28])[CH3:27].B(O)O. The catalyst is C(Cl)Cl.CC([O-])=O.CC([O-])=O.[Cu+2]. The product is [C:26]([C:30]1[CH:34]=[C:33]([C:35]([O:37][CH2:38][CH3:39])=[O:36])[N:32]([C:13]2[CH:12]=[C:11]3[C:16](=[CH:15][CH:14]=2)[N:8]([C:1]([O:3][CH2:4][CH3:7])=[O:2])[CH:9]=[CH:10]3)[N:31]=1)([CH3:29])([CH3:27])[CH3:28]. The yield is 0.380. (4) The reactants are [F:1][C:2]1[CH:37]=[CH:36][C:5]([C:6]([N:8]2[CH2:12][C@H:11]([CH2:13][CH2:14][CH2:15][B:16]3[O:20]C(C)(C)C(C)(C)[O:17]3)[C@:10]([NH:29]C(=O)C(F)(F)F)([C:25]([O:27]C)=[O:26])[CH2:9]2)=[O:7])=[CH:4][CH:3]=1.O.[OH-].[Li+].[ClH:41]. The catalyst is C1COCC1.O. The product is [ClH:41].[NH2:29][C:10]1([C:25]([OH:27])=[O:26])[CH:11]([CH2:13][CH2:14][CH2:15][B:16]([OH:20])[OH:17])[CH2:12][N:8]([C:6](=[O:7])[C:5]2[CH:36]=[CH:37][C:2]([F:1])=[CH:3][CH:4]=2)[CH2:9]1. The yield is 0.300. (5) The reactants are [O:1]1[C@H:3]([C@@H:4]([OH:7])[CH2:5][CH3:6])[CH2:2]1.CCOCC.[OH-].[K+].[S:15](Cl)([C:18]1[CH:24]=[CH:23][C:21]([CH3:22])=[CH:20][CH:19]=1)(=[O:17])=[O:16]. The catalyst is O. The product is [O:1]1[C@H:3]([C@@H:4]([O:7][S:15]([C:18]2[CH:24]=[CH:23][C:21]([CH3:22])=[CH:20][CH:19]=2)(=[O:17])=[O:16])[CH2:5][CH3:6])[CH2:2]1. The yield is 0.500.